From a dataset of Catalyst prediction with 721,799 reactions and 888 catalyst types from USPTO. Predict which catalyst facilitates the given reaction. (1) Reactant: [NH2:1][C:2]1[C:7]2[C:8]([C:11]3[CH:16]=[CH:15][C:14]([NH:17][C:18]([C:20]4[N:21]([CH3:29])[C:22]5[C:27]([CH:28]=4)=[CH:26][CH:25]=[CH:24][CH:23]=5)=[O:19])=[C:13]([O:30][CH3:31])[CH:12]=3)=[CH:9][S:10][C:6]=2[C:5](/[CH:32]=[CH:33]/[CH:34]=O)=[CH:4][N:3]=1.[CH3:36][NH:37][NH2:38]. Product: [NH2:1][C:2]1[C:7]2[C:8]([C:11]3[CH:16]=[CH:15][C:14]([NH:17][C:18]([C:20]4[N:21]([CH3:29])[C:22]5[C:27]([CH:28]=4)=[CH:26][CH:25]=[CH:24][CH:23]=5)=[O:19])=[C:13]([O:30][CH3:31])[CH:12]=3)=[CH:9][S:10][C:6]=2[C:5]([CH:32]2[N:37]([CH3:36])[N:38]=[CH:34][CH2:33]2)=[CH:4][N:3]=1. The catalyst class is: 6. (2) Reactant: [C:1](Cl)(=[O:3])[CH3:2].[NH2:5][C@H:6]1[C@@H:11]2[C@@H:9]([C@H:10]2[C:12]([O:14][C:15]([CH3:18])([CH3:17])[CH3:16])=[O:13])[C@:8]([NH:26][C:27]([O:29][C:30]([CH3:33])([CH3:32])[CH3:31])=[O:28])([C:19]([O:21][C:22]([CH3:25])([CH3:24])[CH3:23])=[O:20])[C@@H:7]1[O:34][CH2:35][C:36]1[CH:41]=[CH:40][C:39]([Cl:42])=[C:38]([Cl:43])[CH:37]=1.C(N(CC)CC)C. Product: [C:1]([NH:5][C@H:6]1[C@@H:11]2[C@@H:9]([C@H:10]2[C:12]([O:14][C:15]([CH3:16])([CH3:17])[CH3:18])=[O:13])[C@:8]([NH:26][C:27]([O:29][C:30]([CH3:32])([CH3:33])[CH3:31])=[O:28])([C:19]([O:21][C:22]([CH3:23])([CH3:24])[CH3:25])=[O:20])[C@@H:7]1[O:34][CH2:35][C:36]1[CH:41]=[CH:40][C:39]([Cl:42])=[C:38]([Cl:43])[CH:37]=1)(=[O:3])[CH3:2]. The catalyst class is: 46. (3) Reactant: [O:1]1[C:5]2[CH:6]=[CH:7][CH:8]=[CH:9][C:4]=2[N:3]=[C:2]1[N:10]([CH2:23][C:24]1[CH:25]=[C:26]([CH:41]=[CH:42][CH:43]=1)[O:27][C@H:28]([CH2:39][CH3:40])[C:29]([O:31]CC1C=CC=CC=1)=[O:30])[CH2:11][CH2:12][CH2:13][O:14][C:15]1[CH:20]=[CH:19][C:18]([O:21][CH3:22])=[CH:17][CH:16]=1.[OH-].[Na+]. Product: [O:1]1[C:5]2[CH:6]=[CH:7][CH:8]=[CH:9][C:4]=2[N:3]=[C:2]1[N:10]([CH2:23][C:24]1[CH:25]=[C:26]([CH:41]=[CH:42][CH:43]=1)[O:27][C@H:28]([CH2:39][CH3:40])[C:29]([OH:31])=[O:30])[CH2:11][CH2:12][CH2:13][O:14][C:15]1[CH:16]=[CH:17][C:18]([O:21][CH3:22])=[CH:19][CH:20]=1. The catalyst class is: 8. (4) Product: [C:8]([O:12][C:13]([N:15]1[CH2:16][CH2:17][CH:18]([N:21]2[C:28]3=[N:27][CH:26]=[N:25][C:24]([Cl:23])=[C:29]3[CH:30]=[N:22]2)[CH2:19][CH2:20]1)=[O:14])([CH3:11])([CH3:9])[CH3:10]. The catalyst class is: 11. Reactant: C(N(CC)CC)C.[C:8]([O:12][C:13]([N:15]1[CH2:20][CH2:19][CH:18]([NH:21][NH2:22])[CH2:17][CH2:16]1)=[O:14])([CH3:11])([CH3:10])[CH3:9].[Cl:23][C:24]1[C:29]([CH:30]=O)=[C:28](Cl)[N:27]=[CH:26][N:25]=1. (5) Reactant: [OH:1][C:2]1([CH3:37])[CH2:7][CH2:6][N:5]([C:8]2[N:13]=[C:12]([NH:14][C:15]3[N:20]=[CH:19][C:18]4[C:21]([N:27]5[CH2:30][CH:29]([C:31]([CH3:36])([CH3:35])[C:32]([O-:34])=O)[CH2:28]5)=[N:22][N:23]([CH:24]([CH3:26])[CH3:25])[C:17]=4[CH:16]=3)[CH:11]=[CH:10][N:9]=2)[CH2:4][CH2:3]1.C[O-].[Na+].C([NH2:43])=O. Product: [OH:1][C:2]1([CH3:37])[CH2:7][CH2:6][N:5]([C:8]2[N:13]=[C:12]([NH:14][C:15]3[N:20]=[CH:19][C:18]4[C:21]([N:27]5[CH2:28][CH:29]([C:31]([CH3:36])([CH3:35])[C:32]([NH2:43])=[O:34])[CH2:30]5)=[N:22][N:23]([CH:24]([CH3:25])[CH3:26])[C:17]=4[CH:16]=3)[CH:11]=[CH:10][N:9]=2)[CH2:4][CH2:3]1. The catalyst class is: 9. (6) Reactant: [N+:1](CCC)([O-:3])=[O:2].[O:7]1[CH2:11][CH2:10][CH2:9][CH2:8]1.N12CCCN=C1CCC[CH2:14][CH2:13]2.C(=O)CC. Product: [OH:7][CH:8]([CH2:13][CH3:14])[CH:9]([N+:1]([O-:3])=[O:2])[CH2:10][CH3:11]. The catalyst class is: 13. (7) The catalyst class is: 2. Reactant: C(OC(=O)[NH:7][C:8]1[CH:9]=[N:10][CH:11]=[C:12]([CH2:14][NH:15][CH2:16][CH2:17][O:18][CH3:19])[CH:13]=1)(C)(C)C.C(O)(C(F)(F)F)=O. Product: [CH3:19][O:18][CH2:17][CH2:16][NH:15][CH2:14][C:12]1[CH:13]=[C:8]([NH2:7])[CH:9]=[N:10][CH:11]=1. (8) Reactant: C[CH:2]([OH:9])[CH2:3][NH:4][CH2:5][CH:6]([OH:8])C.[C:10]([NH:13][C:14]1[CH:23]=[CH:22][C:17]([S:18](Cl)(=[O:20])=[O:19])=[CH:16][CH:15]=1)(=[O:12])[CH3:11]. Product: [OH:9][CH2:2][CH2:3][N:4]([CH2:5][CH2:6][OH:8])[S:18]([C:17]1[CH:16]=[CH:15][C:14]([NH:13][C:10](=[O:12])[CH3:11])=[CH:23][CH:22]=1)(=[O:20])=[O:19]. The catalyst class is: 6. (9) Reactant: [Cl:1][C:2]1[CH:10]=[C:9]2[C:5]([C:6]([C:12]3[N:13]=[C:14]4[C:20]([C:21](O)=[O:22])=[CH:19][N:18]([CH2:24][O:25][CH2:26][CH2:27][Si:28]([CH3:31])([CH3:30])[CH3:29])[C:15]4=[N:16][CH:17]=3)=[N:7][N:8]2[CH3:11])=[C:4]([F:32])[CH:3]=1.F[B-](F)(F)F.[N:38]1(OC(N(C)C)=[N+](C)C)[C:42]2[CH:43]=CC=C[C:41]=2N=N1.C(N(CC)C(C)C)(C)C.C(N)(C)C. Product: [CH:42]([NH:38][C:21]([C:20]1[C:14]2[C:15](=[N:16][CH:17]=[C:12]([C:6]3[C:5]4[C:9](=[CH:10][C:2]([Cl:1])=[CH:3][C:4]=4[F:32])[N:8]([CH3:11])[N:7]=3)[N:13]=2)[N:18]([CH2:24][O:25][CH2:26][CH2:27][Si:28]([CH3:30])([CH3:31])[CH3:29])[CH:19]=1)=[O:22])([CH3:43])[CH3:41]. The catalyst class is: 647.